Dataset: Reaction yield outcomes from USPTO patents with 853,638 reactions. Task: Predict the reaction yield, written as a fraction of the theoretical maximum amount of product (1.0 means a 100% yield; for example, 0.34 means a 34% yield). (1) The reactants are [H-].[Na+].[Br:3][C:4]1[CH:10]=[C:9]([F:11])[C:7]([NH2:8])=[C:6]([F:12])[CH:5]=1.Cl[C:14]1[C:23]2[C:18](=[CH:19][C:20]([O:26][CH2:27][CH:28]3[CH2:33][CH2:32][N:31]([CH3:34])[CH2:30][CH2:29]3)=[C:21]([O:24][CH3:25])[CH:22]=2)[N:17]=[CH:16][N:15]=1. The catalyst is CN(C=O)C. The product is [Br:3][C:4]1[CH:10]=[C:9]([F:11])[C:7]([NH:8][C:14]2[C:23]3[C:18](=[CH:19][C:20]([O:26][CH2:27][CH:28]4[CH2:33][CH2:32][N:31]([CH3:34])[CH2:30][CH2:29]4)=[C:21]([O:24][CH3:25])[CH:22]=3)[N:17]=[CH:16][N:15]=2)=[C:6]([F:12])[CH:5]=1. The yield is 0.700. (2) The reactants are [CH2:1]([N:8]1[CH:12]=[C:11]([CH2:13][OH:14])[C:10]([O:15][CH2:16][C:17]2[CH:22]=[CH:21][CH:20]=[C:19]([O:23][CH2:24][C:25]3[N:26]=[C:27]([C:31]4[O:32][CH:33]=[CH:34][CH:35]=4)[O:28][C:29]=3[CH3:30])[CH:18]=2)=[N:9]1)[C:2]1[CH:7]=[CH:6][CH:5]=[CH:4][CH:3]=1. The catalyst is [O-2].[O-2].[Mn+4].O1CCCC1. The product is [CH2:1]([N:8]1[CH:12]=[C:11]([CH:13]=[O:14])[C:10]([O:15][CH2:16][C:17]2[CH:22]=[CH:21][CH:20]=[C:19]([O:23][CH2:24][C:25]3[N:26]=[C:27]([C:31]4[O:32][CH:33]=[CH:34][CH:35]=4)[O:28][C:29]=3[CH3:30])[CH:18]=2)=[N:9]1)[C:2]1[CH:7]=[CH:6][CH:5]=[CH:4][CH:3]=1. The yield is 0.960.